Dataset: Catalyst prediction with 721,799 reactions and 888 catalyst types from USPTO. Task: Predict which catalyst facilitates the given reaction. (1) Reactant: FC(F)(F)C(O)=O.[CH2:8]([O:12][C:13]1[N:21]=[C:20]2[C:16]([N:17]=[C:18]([O:22][CH3:23])[NH:19]2)=[C:15]([NH2:24])[N:14]=1)[CH2:9][CH2:10][CH3:11].C(=O)([O-])[O-].[K+].[K+].Br[CH2:32][CH2:33][CH:34]1[CH2:39][CH2:38][O:37][CH2:36][CH2:35]1. Product: [CH2:8]([O:12][C:13]1[N:21]=[C:20]2[C:16]([N:17]=[C:18]([O:22][CH3:23])[N:19]2[CH2:32][CH2:33][CH:34]2[CH2:39][CH2:38][O:37][CH2:36][CH2:35]2)=[C:15]([NH2:24])[N:14]=1)[CH2:9][CH2:10][CH3:11]. The catalyst class is: 9. (2) Reactant: [CH3:1][S:2]([NH:5][C:6]1[CH:14]=[CH:13][CH:12]=[CH:11][C:7]=1[C:8]([OH:10])=O)(=[O:4])=[O:3].C(N1C=CN=C1)(N1C=CN=C1)=O.[CH2:27]([O:29][C:30]([CH:32]1[CH2:37][CH2:36][CH2:35][NH:34][CH2:33]1)=[O:31])[CH3:28]. Product: [CH2:27]([O:29][C:30]([CH:32]1[CH2:37][CH2:36][CH2:35][N:34]([C:8](=[O:10])[C:7]2[CH:11]=[CH:12][CH:13]=[CH:14][C:6]=2[NH:5][S:2]([CH3:1])(=[O:3])=[O:4])[CH2:33]1)=[O:31])[CH3:28]. The catalyst class is: 2. (3) Reactant: OC1C=CC(CC=O)=CC=1.[OH:11][C:12]1[CH:13]=[C:14]([CH:18]=[CH:19][CH:20]=1)[CH2:15][CH2:16][OH:17].C1C=CN=CC=1.O=S(=O)=O. Product: [OH:11][C:12]1[CH:13]=[C:14]([CH2:15][CH:16]=[O:17])[CH:18]=[CH:19][CH:20]=1. The catalyst class is: 16. (4) Reactant: [Br:1][C:2]1[CH:3]=[CH:4][C:5]2[C:6](=[C:16]3[CH2:22][CH:21]4[N:23]([C:24](=[O:29])[C:25]([F:28])([F:27])[F:26])[CH:18]([CH2:19][CH2:20]4)[CH2:17]3)[C:7]3[C:12]([O:13][C:14]=2[CH:15]=1)=[CH:11][CH:10]=[CH:9][CH:8]=3.C(N(CC)C(C1C=CC2C(=C3CC4NC(CC4)C3)C3C(OC=2C=1)=CC=CC=3)=O)C.CCOC(C)=O. Product: [Br:1][C:2]1[CH:3]=[CH:4][C:5]2[CH:6]([CH:16]3[CH2:22][CH:21]4[N:23]([C:24](=[O:29])[C:25]([F:26])([F:28])[F:27])[CH:18]([CH2:19][CH2:20]4)[CH2:17]3)[C:7]3[C:12]([O:13][C:14]=2[CH:15]=1)=[CH:11][CH:10]=[CH:9][CH:8]=3. The catalyst class is: 194. (5) Reactant: [NH:1]([C:3]([O:5][C:6]([CH3:9])([CH3:8])[CH3:7])=[O:4])[NH2:2].[C:10]1([S:16]([CH:19]=[CH2:20])(=[O:18])=[O:17])[CH:15]=[CH:14][CH:13]=[CH:12][CH:11]=1. Product: [C:10]1([S:16]([CH2:19][CH2:20][NH:2][NH:1][C:3]([O:5][C:6]([CH3:9])([CH3:8])[CH3:7])=[O:4])(=[O:18])=[O:17])[CH:15]=[CH:14][CH:13]=[CH:12][CH:11]=1. The catalyst class is: 8. (6) Reactant: [CH2:1]([CH:3]([CH2:34][CH2:35][CH2:36][CH3:37])[CH2:4][O:5][C:6]1[CH:7]=[C:8]([CH:13]=[C:14]([O:25][CH2:26][CH:27]([CH2:32][CH3:33])[CH2:28][CH2:29][CH2:30][CH3:31])[C:15]=1[O:16][CH2:17][CH:18]([CH2:23][CH3:24])[CH2:19][CH2:20][CH2:21][CH3:22])[C:9]([O:11]C)=[O:10])[CH3:2].[OH-].[K+].Cl. Product: [CH2:32]([CH:27]([CH2:28][CH2:29][CH2:30][CH3:31])[CH2:26][O:25][C:14]1[CH:13]=[C:8]([CH:7]=[C:6]([O:5][CH2:4][CH:3]([CH2:1][CH3:2])[CH2:34][CH2:35][CH2:36][CH3:37])[C:15]=1[O:16][CH2:17][CH:18]([CH2:23][CH3:24])[CH2:19][CH2:20][CH2:21][CH3:22])[C:9]([OH:11])=[O:10])[CH3:33]. The catalyst class is: 88. (7) Reactant: [OH:1][CH:2]1[CH2:5][N:4]([C:6](=[O:17])[CH2:7][C:8]2[CH:13]=[CH:12][CH:11]=[C:10]([N+:14]([O-])=O)[CH:9]=2)[CH2:3]1. Product: [NH2:14][C:10]1[CH:9]=[C:8]([CH2:7][C:6]([N:4]2[CH2:3][CH:2]([OH:1])[CH2:5]2)=[O:17])[CH:13]=[CH:12][CH:11]=1. The catalyst class is: 19. (8) Reactant: Cl[CH2:2][C:3]1[S:7][C:6]([C:8]2[CH:13]=[CH:12][C:11]([C:14]([F:17])([F:16])[F:15])=[CH:10][CH:9]=2)=[N:5][C:4]=1[CH3:18].C(=O)([O-])[O-].[Cs+].[Cs+].[F:25][C:26]1[CH:33]=[C:32]([OH:34])[CH:31]=[CH:30][C:27]=1[C:28]#[N:29].COC(C)(C)C. Product: [F:25][C:26]1[CH:33]=[C:32]([O:34][CH2:2][C:3]2[S:7][C:6]([C:8]3[CH:13]=[CH:12][C:11]([C:14]([F:17])([F:16])[F:15])=[CH:10][CH:9]=3)=[N:5][C:4]=2[CH3:18])[CH:31]=[CH:30][C:27]=1[C:28]#[N:29]. The catalyst class is: 9. (9) Reactant: [Cl:1][C:2]1[C:16]([Cl:17])=[CH:15][C:5]2[NH:6][C:7]([C:9](=[O:14])[C:10]([F:13])([F:12])[F:11])=[N:8][C:4]=2[CH:3]=1.Br[C:19](=[C:21]([CH3:23])[CH3:22])[CH3:20].II.[Mg]. Product: [Cl:17][C:16]1[C:2]([Cl:1])=[CH:3][C:4]2[NH:8][C:7]([C:9]([OH:14])([C:19]([CH3:20])=[C:21]([CH3:23])[CH3:22])[C:10]([F:13])([F:11])[F:12])=[N:6][C:5]=2[CH:15]=1. The catalyst class is: 76.